This data is from NCI-60 drug combinations with 297,098 pairs across 59 cell lines. The task is: Regression. Given two drug SMILES strings and cell line genomic features, predict the synergy score measuring deviation from expected non-interaction effect. (1) Drug 1: CC1=C(C(=O)C2=C(C1=O)N3CC4C(C3(C2COC(=O)N)OC)N4)N. Drug 2: C1CNP(=O)(OC1)N(CCCl)CCCl. Cell line: MDA-MB-231. Synergy scores: CSS=5.08, Synergy_ZIP=-1.60, Synergy_Bliss=-0.383, Synergy_Loewe=-7.33, Synergy_HSA=-1.95. (2) Drug 1: COC1=C(C=C2C(=C1)N=CN=C2NC3=CC(=C(C=C3)F)Cl)OCCCN4CCOCC4. Drug 2: B(C(CC(C)C)NC(=O)C(CC1=CC=CC=C1)NC(=O)C2=NC=CN=C2)(O)O. Cell line: A549. Synergy scores: CSS=26.6, Synergy_ZIP=-2.16, Synergy_Bliss=-2.66, Synergy_Loewe=0.241, Synergy_HSA=0.236. (3) Drug 1: CC12CCC3C(C1CCC2NC(=O)OCC(F)(F)F)CCC4C3(C=CC(=O)N4C)C. Drug 2: CC1CC(C(C(C=C(C(C(C=CC=C(C(=O)NC2=CC(=O)C(=C(C1)C2=O)OC)C)OC)OC(=O)N)C)C)O)OC. Cell line: OVCAR3. Synergy scores: CSS=31.4, Synergy_ZIP=6.45, Synergy_Bliss=6.18, Synergy_Loewe=-6.29, Synergy_HSA=2.91. (4) Drug 1: CN(C)C1=NC(=NC(=N1)N(C)C)N(C)C. Drug 2: CCN(CC)CCNC(=O)C1=C(NC(=C1C)C=C2C3=C(C=CC(=C3)F)NC2=O)C. Cell line: SF-295. Synergy scores: CSS=-5.95, Synergy_ZIP=-1.21, Synergy_Bliss=-8.13, Synergy_Loewe=-7.80, Synergy_HSA=-8.02. (5) Drug 1: CC1C(C(CC(O1)OC2CC(CC3=C2C(=C4C(=C3O)C(=O)C5=C(C4=O)C(=CC=C5)OC)O)(C(=O)C)O)N)O.Cl. Drug 2: CCN(CC)CCNC(=O)C1=C(NC(=C1C)C=C2C3=C(C=CC(=C3)F)NC2=O)C. Cell line: HOP-92. Synergy scores: CSS=17.7, Synergy_ZIP=-5.04, Synergy_Bliss=-3.06, Synergy_Loewe=-23.7, Synergy_HSA=-7.15. (6) Drug 1: CN1CCC(CC1)COC2=C(C=C3C(=C2)N=CN=C3NC4=C(C=C(C=C4)Br)F)OC. Drug 2: CC1=C2C(C(=O)C3(C(CC4C(C3C(C(C2(C)C)(CC1OC(=O)C(C(C5=CC=CC=C5)NC(=O)OC(C)(C)C)O)O)OC(=O)C6=CC=CC=C6)(CO4)OC(=O)C)OC)C)OC. Cell line: UACC-257. Synergy scores: CSS=31.9, Synergy_ZIP=-1.71, Synergy_Bliss=5.30, Synergy_Loewe=-1.12, Synergy_HSA=6.06.